Predict which catalyst facilitates the given reaction. From a dataset of Catalyst prediction with 721,799 reactions and 888 catalyst types from USPTO. (1) Reactant: [CH2:1]([N:8]1[CH:13]=[C:12](Br)[CH:11]=[C:10]([N+:15]([O-:17])=[O:16])[C:9]1=[O:18])[C:2]1[CH:7]=[CH:6][CH:5]=[CH:4][CH:3]=1.[CH:19]1[C:27]2[C:26]3[CH:28]=[CH:29][CH:30]=[CH:31][C:25]=3[O:24][C:23]=2[C:22]([C:32]2[CH:37]=[CH:36][C:35](B(O)O)=[CH:34][CH:33]=2)=[CH:21][CH:20]=1.C([O-])([O-])=O.[K+].[K+]. Product: [CH2:1]([N:8]1[CH:13]=[C:12]([C:35]2[CH:36]=[CH:37][C:32]([C:22]3[C:23]4[O:24][C:25]5[CH:31]=[CH:30][CH:29]=[CH:28][C:26]=5[C:27]=4[CH:19]=[CH:20][CH:21]=3)=[CH:33][CH:34]=2)[CH:11]=[C:10]([N+:15]([O-:17])=[O:16])[C:9]1=[O:18])[C:2]1[CH:7]=[CH:6][CH:5]=[CH:4][CH:3]=1. The catalyst class is: 460. (2) Reactant: O1[C:5]2([CH2:10][CH2:9][C:8](=[O:11])[CH2:7][CH2:6]2)OCC1.[C:12]([CH2:14][C:15]([O:17][C:18]([CH3:21])([CH3:20])[CH3:19])=[O:16])#[N:13].C([O-])(=O)C.[NH4+].C(O)(=O)C. Product: [C:12]([C:14](=[C:5]1[CH2:6][CH2:7][C:8](=[O:11])[CH2:9][CH2:10]1)[C:15]([O:17][C:18]([CH3:21])([CH3:20])[CH3:19])=[O:16])#[N:13]. The catalyst class is: 93. (3) Reactant: C(Cl)(=O)C(Cl)=O.CS(C)=O.[F:11][C:12]([F:35])([F:34])[C:13]1[CH:14]=[CH:15][C:16]2[C:20]([N:21]3[CH2:26][CH2:25][N:24]([CH2:27][C@@H:28]4[CH2:30][C@H:29]4[CH2:31][OH:32])[CH2:23][CH2:22]3)=[CH:19][S:18][C:17]=2[CH:33]=1.C(N(CC)CC)C. Product: [F:34][C:12]([F:11])([F:35])[C:13]1[CH:14]=[CH:15][C:16]2[C:20]([N:21]3[CH2:26][CH2:25][N:24]([CH2:27][C@@H:28]4[CH2:30][C@H:29]4[CH:31]=[O:32])[CH2:23][CH2:22]3)=[CH:19][S:18][C:17]=2[CH:33]=1. The catalyst class is: 2.